From a dataset of Full USPTO retrosynthesis dataset with 1.9M reactions from patents (1976-2016). Predict the reactants needed to synthesize the given product. (1) The reactants are: C1C(=O)N([Br:8])C(=O)C1.[Br:9][C:10]1[CH:15]=[CH:14][C:13]([C:16]2[O:17][C:18]([CH3:23])=[C:19]([CH:21]=[CH2:22])[N:20]=2)=[CH:12][CH:11]=1.CCOC(C)=O.[OH2:30]. Given the product [Br:8][CH2:22][CH:21]([C:19]1[N:20]=[C:16]([C:13]2[CH:12]=[CH:11][C:10]([Br:9])=[CH:15][CH:14]=2)[O:17][C:18]=1[CH3:23])[OH:30], predict the reactants needed to synthesize it. (2) Given the product [ClH:50].[CH3:28][C:23]1[C:22]([O:21][C:20]2[C:15]([NH:14][C:12]3[S:11][N:10]=[C:9]([CH:3]4[CH2:4][CH:5]5[N:8]([C:43](=[O:45])[CH3:44])[CH:1]([CH2:7][CH2:6]5)[CH2:2]4)[N:13]=3)=[N:16][CH:17]=[C:18]([S:29][C:30]3[CH:35]=[CH:34][CH:33]=[CH:32][N:31]=3)[CH:19]=2)=[CH:27][CH:26]=[CH:25][N:24]=1, predict the reactants needed to synthesize it. The reactants are: [CH:1]12[NH:8][CH:5]([CH2:6][CH2:7]1)[CH2:4][CH:3]([C:9]1[N:13]=[C:12]([NH:14][C:15]3[C:20]([O:21][C:22]4[C:23]([CH3:28])=[N:24][CH:25]=[CH:26][CH:27]=4)=[CH:19][C:18]([S:29][C:30]4[CH:35]=[CH:34][CH:33]=[CH:32][N:31]=4)=[CH:17][N:16]=3)[S:11][N:10]=1)[CH2:2]2.C(N(CC)CC)C.[C:43](OC(=O)C)(=[O:45])[CH3:44].[ClH:50]. (3) Given the product [F:1][C:2]([F:14])([F:13])[C:3]1[CH:4]=[C:5]([CH2:9][C:10]([Cl:18])=[O:11])[CH:6]=[CH:7][CH:8]=1, predict the reactants needed to synthesize it. The reactants are: [F:1][C:2]([F:14])([F:13])[C:3]1[CH:4]=[C:5]([CH2:9][C:10](O)=[O:11])[CH:6]=[CH:7][CH:8]=1.C(Cl)(=O)C([Cl:18])=O. (4) Given the product [CH:2]([C:5]1[CH:6]=[C:7]([C@@H:11]([NH:13][C:34]([C:30]2[CH:29]=[C:28]3[C:33](=[CH:32][CH:31]=2)[N:25]([CH2:24][C:23]2[CH:22]=[C:21]([CH:41]=[CH:40][CH:39]=2)[O:20][C:17]([CH3:18])([CH3:19])[C:16]([O:15][CH3:14])=[O:42])[C:26]([CH3:38])=[C:27]3[CH3:37])=[O:35])[CH3:12])[CH:8]=[CH:9][CH:10]=1)([CH3:4])[CH3:3], predict the reactants needed to synthesize it. The reactants are: Cl.[CH:2]([C:5]1[CH:6]=[C:7]([C@@H:11]([NH2:13])[CH3:12])[CH:8]=[CH:9][CH:10]=1)([CH3:4])[CH3:3].[CH3:14][O:15][C:16](=[O:42])[C:17]([O:20][C:21]1[CH:22]=[C:23]([CH:39]=[CH:40][CH:41]=1)[CH2:24][N:25]1[C:33]2[C:28](=[CH:29][C:30]([C:34](O)=[O:35])=[CH:31][CH:32]=2)[C:27]([CH3:37])=[C:26]1[CH3:38])([CH3:19])[CH3:18]. (5) Given the product [Cl:31][C:25]1[C:26]([F:30])=[CH:27][CH:28]=[CH:29][C:24]=1[CH2:23][NH:22][C:20](=[O:21])[N:19]([C@H:10]([CH2:9][OH:8])[CH2:11][C@@H:12]1[CH2:16][O:15][C:14]([CH3:18])([CH3:17])[O:13]1)[CH3:32], predict the reactants needed to synthesize it. The reactants are: [Si]([O:8][CH2:9][C@@H:10]([N:19]([CH3:32])[C:20]([NH:22][CH2:23][C:24]1[CH:29]=[CH:28][CH:27]=[C:26]([F:30])[C:25]=1[Cl:31])=[O:21])[CH2:11][C@@H:12]1[CH2:16][O:15][C:14]([CH3:18])([CH3:17])[O:13]1)(C(C)(C)C)(C)C.CCCC[N+](CCCC)(CCCC)CCCC.[F-]. (6) Given the product [CH3:63][C:58]1[CH:57]=[C:56]([P:18]([C:16]2[CH:15]=[C:14]([CH3:64])[CH:13]=[C:12]([CH3:11])[CH:17]=2)[C:19]2[CH:28]=[CH:27][C:26]3[C:21](=[CH:22][CH:23]=[CH:24][CH:25]=3)[C:20]=2[C:29]2[C:38]3[C:33](=[CH:34][CH:35]=[CH:36][CH:37]=3)[CH:32]=[CH:31][C:30]=2[P:39]([C:48]2[CH:49]=[C:50]([CH3:55])[CH:51]=[C:52]([CH3:54])[CH:53]=2)[C:40]2[CH:45]=[C:44]([CH3:46])[CH:43]=[C:42]([CH3:47])[CH:41]=2)[CH:61]=[C:60]([CH3:62])[CH:59]=1.[CH3:75][CH:74]([C@H:76]([NH2:95])[C:77]([NH2:94])([C:78]1[CH:79]=[CH:80][C:81]([O:84][CH3:85])=[CH:82][CH:83]=1)[C:86]1[CH:87]=[CH:88][C:89]([O:92][CH3:93])=[CH:90][CH:91]=1)[CH3:73].[Cl-:65].[Ru+:66], predict the reactants needed to synthesize it. The reactants are: CC1C=CC(C(C)C)=CC=1.[CH3:11][C:12]1[CH:17]=[C:16]([P:18]([C:56]2[CH:61]=[C:60]([CH3:62])[CH:59]=[C:58]([CH3:63])[CH:57]=2)[C:19]2[CH:28]=[CH:27][C:26]3[C:21](=[CH:22][CH:23]=[CH:24][CH:25]=3)[C:20]=2[C:29]2[C:38]3[C:33](=[CH:34][CH:35]=[CH:36][CH:37]=3)[CH:32]=[CH:31][C:30]=2[P:39]([C:48]2[CH:53]=[C:52]([CH3:54])[CH:51]=[C:50]([CH3:55])[CH:49]=2)[C:40]2[CH:45]=[C:44]([CH3:46])[CH:43]=[C:42]([CH3:47])[CH:41]=2)[CH:15]=[C:14]([CH3:64])[CH:13]=1.[Cl:65][Ru:66]Cl.C(NCC)C.[CH3:73][CH:74]([C@H:76]([NH2:95])[C:77]([NH2:94])([C:86]1[CH:91]=[CH:90][C:89]([O:92][CH3:93])=[CH:88][CH:87]=1)[C:78]1[CH:83]=[CH:82][C:81]([O:84][CH3:85])=[CH:80][CH:79]=1)[CH3:75].